Dataset: TCR-epitope binding with 47,182 pairs between 192 epitopes and 23,139 TCRs. Task: Binary Classification. Given a T-cell receptor sequence (or CDR3 region) and an epitope sequence, predict whether binding occurs between them. (1) The epitope is TLVPQEHYV. The TCR CDR3 sequence is CASSTGGQAYGYTF. Result: 1 (the TCR binds to the epitope). (2) The epitope is MPASWVMRI. The TCR CDR3 sequence is CASTGPDEPNEQFF. Result: 1 (the TCR binds to the epitope). (3) The epitope is FLNGSCGSV. The TCR CDR3 sequence is CASSSSGVVTDTQYF. Result: 1 (the TCR binds to the epitope). (4) The epitope is RLRPGGKKK. The TCR CDR3 sequence is CASSEQSNQPQHF. Result: 0 (the TCR does not bind to the epitope). (5) The epitope is RIFTIGTVTLK. The TCR CDR3 sequence is CASSLRDSFTEAFF. Result: 0 (the TCR does not bind to the epitope). (6) The epitope is NLWNTFTRL. The TCR CDR3 sequence is CASSEDEAGAKITGELFF. Result: 0 (the TCR does not bind to the epitope). (7) The epitope is NYSGVVTTVMF. The TCR CDR3 sequence is CASSPNRAGNYGYTF. Result: 0 (the TCR does not bind to the epitope).